Regression. Given two drug SMILES strings and cell line genomic features, predict the synergy score measuring deviation from expected non-interaction effect. From a dataset of Merck oncology drug combination screen with 23,052 pairs across 39 cell lines. (1) Drug 1: CN1C(=O)C=CC2(C)C3CCC4(C)C(NC(=O)OCC(F)(F)F)CCC4C3CCC12. Drug 2: NC1(c2ccc(-c3nc4ccn5c(=O)[nH]nc5c4cc3-c3ccccc3)cc2)CCC1. Cell line: KPL1. Synergy scores: synergy=38.5. (2) Drug 1: COC12C(COC(N)=O)C3=C(C(=O)C(C)=C(N)C3=O)N1CC1NC12. Drug 2: N#Cc1ccc(Cn2cncc2CN2CCN(c3cccc(Cl)c3)C(=O)C2)cc1. Cell line: PA1. Synergy scores: synergy=-27.2. (3) Drug 1: O=S1(=O)NC2(CN1CC(F)(F)F)C1CCC2Cc2cc(C=CCN3CCC(C(F)(F)F)CC3)ccc2C1. Drug 2: O=C(NOCC(O)CO)c1ccc(F)c(F)c1Nc1ccc(I)cc1F. Cell line: HT144. Synergy scores: synergy=16.8. (4) Synergy scores: synergy=-154. Cell line: HT144. Drug 2: CC(C)CC(NC(=O)C(Cc1ccccc1)NC(=O)c1cnccn1)B(O)O. Drug 1: NC(=O)c1cccc2cn(-c3ccc(C4CCCNC4)cc3)nc12. (5) Drug 1: COc1cccc2c1C(=O)c1c(O)c3c(c(O)c1C2=O)CC(O)(C(=O)CO)CC3OC1CC(N)C(O)C(C)O1. Drug 2: CC(C)CC(NC(=O)C(Cc1ccccc1)NC(=O)c1cnccn1)B(O)O. Cell line: SW620. Synergy scores: synergy=1.73. (6) Drug 1: Nc1ccn(C2OC(CO)C(O)C2(F)F)c(=O)n1. Drug 2: NC1(c2ccc(-c3nc4ccn5c(=O)[nH]nc5c4cc3-c3ccccc3)cc2)CCC1. Cell line: OCUBM. Synergy scores: synergy=-0.673. (7) Drug 1: C=CCn1c(=O)c2cnc(Nc3ccc(N4CCN(C)CC4)cc3)nc2n1-c1cccc(C(C)(C)O)n1. Drug 2: NC1CCCCC1N.O=C(O)C(=O)O.[Pt+2]. Cell line: HT144. Synergy scores: synergy=-3.35.